Dataset: Forward reaction prediction with 1.9M reactions from USPTO patents (1976-2016). Task: Predict the product of the given reaction. (1) Given the reactants O.[OH-].[Li+].[CH2:4]([N:11]1[C:20]([CH2:21][CH2:22][CH2:23][CH2:24][C:25]([O:27]C)=[O:26])=[CH:19][C:18]2[C:13](=[CH:14][CH:15]=[C:16]([C:29](=[O:40])[NH:30][C@@H:31]([C:33]3[CH:38]=[CH:37][C:36]([F:39])=[CH:35][CH:34]=3)[CH3:32])[CH:17]=2)[C:12]1=[O:41])[C:5]1[CH:10]=[CH:9][CH:8]=[CH:7][CH:6]=1.Cl, predict the reaction product. The product is: [CH2:4]([N:11]1[C:20]([CH2:21][CH2:22][CH2:23][CH2:24][C:25]([OH:27])=[O:26])=[CH:19][C:18]2[C:13](=[CH:14][CH:15]=[C:16]([C:29](=[O:40])[NH:30][C@@H:31]([C:33]3[CH:34]=[CH:35][C:36]([F:39])=[CH:37][CH:38]=3)[CH3:32])[CH:17]=2)[C:12]1=[O:41])[C:5]1[CH:10]=[CH:9][CH:8]=[CH:7][CH:6]=1. (2) Given the reactants [C:1]1([CH2:7][CH2:8][CH2:9][CH2:10][NH2:11])[CH:6]=[CH:5][CH:4]=[CH:3][CH:2]=1.Cl[CH2:13][C:14]1[N:15]=[C:16]([C:19]2[CH:27]=[CH:26][C:22]([C:23](Cl)=[O:24])=[CH:21][CH:20]=2)[S:17][CH:18]=1.[C:28]1([CH2:34][CH2:35][C:36](Cl)=[O:37])[CH:33]=[CH:32][CH:31]=[CH:30][CH:29]=1.C[O:40][C:41](=[O:52])[CH2:42][O:43][C:44]1[CH:49]=[CH:48][C:47]([CH2:50][NH2:51])=[CH:46][CH:45]=1, predict the reaction product. The product is: [C:1]1([CH2:7][CH2:8][CH2:9][CH2:10][NH:11][C:23]([C:22]2[CH:26]=[CH:27][C:19]([C:16]3[S:17][CH:18]=[C:14]([CH2:13][N:51]([CH2:50][C:47]4[CH:48]=[CH:49][C:44]([O:43][CH2:42][C:41]([OH:52])=[O:40])=[CH:45][CH:46]=4)[C:36](=[O:37])[CH2:35][CH2:34][C:28]4[CH:33]=[CH:32][CH:31]=[CH:30][CH:29]=4)[N:15]=3)=[CH:20][CH:21]=2)=[O:24])[CH:6]=[CH:5][CH:4]=[CH:3][CH:2]=1. (3) Given the reactants [CH3:1][C:2]1([CH3:35])[CH2:7][NH:6][CH2:5][C:4]2[NH:8][C:9]([C:11]3[C:12]([CH3:34])=[CH:13][C:14]([CH3:33])=[C:15]([CH:32]=3)[C:16]([N:18]3[CH2:23][CH2:22][CH:21]([C:24]4[CH:31]=[CH:30][C:27]([C:28]#[N:29])=[CH:26][CH:25]=4)[CH2:20][CH2:19]3)=[O:17])=[N:10][C:3]1=2.C(O)(=O)C.C(O[BH-](OC(=O)C)OC(=O)C)(=O)C.[Na+].[CH3:54][C:55]([CH3:57])=O, predict the reaction product. The product is: [CH:55]([N:6]1[CH2:7][C:2]([CH3:35])([CH3:1])[C:3]2[N:10]=[C:9]([C:11]3[C:12]([CH3:34])=[CH:13][C:14]([CH3:33])=[C:15]([CH:32]=3)[C:16]([N:18]3[CH2:19][CH2:20][CH:21]([C:24]4[CH:25]=[CH:26][C:27]([C:28]#[N:29])=[CH:30][CH:31]=4)[CH2:22][CH2:23]3)=[O:17])[NH:8][C:4]=2[CH2:5]1)([CH3:57])[CH3:54]. (4) Given the reactants [F:1][C:2]([F:24])([F:23])[O:3][C:4]1[CH:9]=[CH:8][C:7]([C:10]2[C:18]3[C:13](=[CH:14][CH:15]=[CH:16][CH:17]=3)[NH:12][C:11]=2[C:19]([NH:21][NH2:22])=[O:20])=[CH:6][CH:5]=1.[Br:25][C:26]1[CH:33]=[CH:32][C:29]([CH:30]=O)=[CH:28][CH:27]=1, predict the reaction product. The product is: [Br:25][C:26]1[CH:33]=[CH:32][C:29]([CH:30]=[N:22][NH:21][C:19]([C:11]2[NH:12][C:13]3[C:18]([C:10]=2[C:7]2[CH:6]=[CH:5][C:4]([O:3][C:2]([F:23])([F:1])[F:24])=[CH:9][CH:8]=2)=[CH:17][CH:16]=[CH:15][CH:14]=3)=[O:20])=[CH:28][CH:27]=1. (5) The product is: [CH2:7]([S:8][C:16]1[C:21]([CH2:22][CH3:23])=[CH:20][C:19]([N+:24]([O-:26])=[O:25])=[CH:18][N:17]=1)[C:1]1[CH:6]=[CH:5][CH:4]=[CH:3][CH:2]=1. Given the reactants [C:1]1([CH2:7][SH:8])[CH:6]=[CH:5][CH:4]=[CH:3][CH:2]=1.C(=O)([O-])[O-].[K+].[K+].Cl[C:16]1[C:21]([CH2:22][CH3:23])=[CH:20][C:19]([N+:24]([O-:26])=[O:25])=[CH:18][N:17]=1, predict the reaction product. (6) Given the reactants [OH-].[Li+].[OH:3][CH2:4][CH:5]([C:13]1[CH:22]=[CH:21][C:16]([C:17]([O:19]C)=[O:18])=[CH:15][CH:14]=1)[O:6][C:7]1[CH:12]=[CH:11][CH:10]=[CH:9][CH:8]=1, predict the reaction product. The product is: [OH:3][CH2:4][CH:5]([C:13]1[CH:14]=[CH:15][C:16]([C:17]([OH:19])=[O:18])=[CH:21][CH:22]=1)[O:6][C:7]1[CH:8]=[CH:9][CH:10]=[CH:11][CH:12]=1.